From a dataset of Forward reaction prediction with 1.9M reactions from USPTO patents (1976-2016). Predict the product of the given reaction. Given the reactants [CH2:1]1[C:9]2[C:4](=[CH:5][CH:6]=[CH:7][CH:8]=2)[CH2:3][N:2]1[S:10]([C:13]1[CH:20]=[CH:19][C:16]([CH:17]=O)=[CH:15][CH:14]=1)(=[O:12])=[O:11].[NH2:21][CH2:22][C:23]1[CH:28]=[CH:27][CH:26]=[CH:25][N:24]=1.[BH4-].[Na+].C(=O)(O)[O-].[Na+], predict the reaction product. The product is: [CH2:1]1[C:9]2[C:4](=[CH:5][CH:6]=[CH:7][CH:8]=2)[CH2:3][N:2]1[S:10]([C:13]1[CH:20]=[CH:19][C:16]([CH2:17][NH:21][CH2:22][C:23]2[CH:28]=[CH:27][CH:26]=[CH:25][N:24]=2)=[CH:15][CH:14]=1)(=[O:12])=[O:11].